From a dataset of Reaction yield outcomes from USPTO patents with 853,638 reactions. Predict the reaction yield, written as a fraction of the theoretical maximum amount of product (1.0 means a 100% yield; for example, 0.34 means a 34% yield). (1) The reactants are [Cl:1][C:2]1[CH:7]=[CH:6][CH:5]=[CH:4][C:3]=1[C:8]1[C:9]([C:26]([NH2:28])=O)=[CH:10][N:11]([C:13]2[C:18]([CH3:19])=[CH:17][N:16]=[C:15]([NH:20][C:21](=[O:25])[CH:22]([CH3:24])[CH3:23])[CH:14]=2)[CH:12]=1.C[N:30]([CH:32](OC)OC)C.O.[NH2:38]N. The product is [Cl:1][C:2]1[CH:7]=[CH:6][CH:5]=[CH:4][C:3]=1[C:8]1[C:9]([C:26]2[N:28]=[CH:32][NH:30][N:38]=2)=[CH:10][N:11]([C:13]2[C:18]([CH3:19])=[CH:17][N:16]=[C:15]([NH:20][C:21](=[O:25])[CH:22]([CH3:24])[CH3:23])[CH:14]=2)[CH:12]=1. The catalyst is C1(C)C=CC=CC=1. The yield is 0.670. (2) The reactants are [CH3:1][O:2][C:3](=[O:20])[C@H:4]([NH:10][C:11]1[CH:16]=[C:15]([CH3:17])[C:14]([F:18])=[C:13]([CH3:19])[CH:12]=1)[CH2:5][CH2:6][CH2:7][CH2:8][NH2:9].[F:21][C:22]1[CH:29]=[CH:28][C:25]([CH:26]=O)=[CH:24][C:23]=1[CH3:30].C(N(CC)CC)C.[BH-](OC(C)=O)(OC(C)=O)OC(C)=O.[Na+]. The catalyst is ClC(Cl)C. The product is [F:18][C:14]1[C:15]([CH3:17])=[CH:16][C:11]([NH:10][C@H:4]([CH2:5][CH2:6][CH2:7][CH2:8][NH:9][CH2:26][C:25]2[CH:28]=[CH:29][C:22]([F:21])=[C:23]([CH3:30])[CH:24]=2)[C:3]([O:2][CH3:1])=[O:20])=[CH:12][C:13]=1[CH3:19]. The yield is 0.870. (3) The reactants are C[O:2][C:3]([C:5]1[S:6][CH:7]=[C:8]([Br:12])[C:9]=1[O:10][CH3:11])=[O:4].[OH-].[Na+]. The product is [Br:12][C:8]1[C:9]([O:10][CH3:11])=[C:5]([C:3]([OH:4])=[O:2])[S:6][CH:7]=1. The yield is 0.900. The catalyst is O1CCCC1.